Task: Predict the product of the given reaction.. Dataset: Forward reaction prediction with 1.9M reactions from USPTO patents (1976-2016) (1) Given the reactants [C:1]([P:5]([C:7]([CH3:10])([CH3:9])[CH3:8])Cl)([CH3:4])([CH3:3])[CH3:2].[CH2:11]([Mg]Cl)[C:12]1[CH:17]=[CH:16][CH:15]=[CH:14][CH:13]=1.[Cl-].[NH4+], predict the reaction product. The product is: [CH2:11]([P:5]([C:7]([CH3:10])([CH3:9])[CH3:8])[C:1]([CH3:4])([CH3:3])[CH3:2])[C:12]1[CH:17]=[CH:16][CH:15]=[CH:14][CH:13]=1. (2) Given the reactants FC(F)(F)C(O)=O.[Cl:8][C:9]1[CH:14]=[C:13]([Cl:15])[CH:12]=[CH:11][C:10]=1[C@H:16]([N:18]1[C:22]2[CH:23]=[C:24]([N:27]3[CH2:32][CH2:31][N:30]([C:33]([C@H:35]4[CH2:39][CH2:38][CH2:37][N:36]4C(OC(C)(C)C)=O)=[O:34])[CH2:29][CH2:28]3)[CH:25]=[CH:26][C:21]=2[N:20]=[CH:19]1)[CH3:17], predict the reaction product. The product is: [Cl:8][C:9]1[CH:14]=[C:13]([Cl:15])[CH:12]=[CH:11][C:10]=1[C@H:16]([N:18]1[C:22]2[CH:23]=[C:24]([N:27]3[CH2:28][CH2:29][N:30]([C:33]([C@H:35]4[CH2:39][CH2:38][CH2:37][NH:36]4)=[O:34])[CH2:31][CH2:32]3)[CH:25]=[CH:26][C:21]=2[N:20]=[CH:19]1)[CH3:17]. (3) Given the reactants C(OC([N:11]([CH2:21][C@H:22]1[N:26]([C:27]2[N:32]=[CH:31][C:30]([CH2:33][CH2:34][CH3:35])=[CH:29][N:28]=2)[CH2:25][C@H:24]([S:36][C:37](=[O:39])[CH3:38])[CH2:23]1)[CH2:12][C:13]1[CH:18]=[C:17]([F:19])[CH:16]=[CH:15][C:14]=1[F:20])=O)C1C=CC=CC=1.Br, predict the reaction product. The product is: [F:20][C:14]1[CH:15]=[CH:16][C:17]([F:19])=[CH:18][C:13]=1[CH2:12][NH:11][CH2:21][C@H:22]1[N:26]([C:27]2[N:32]=[CH:31][C:30]([CH2:33][CH2:34][CH3:35])=[CH:29][N:28]=2)[CH2:25][C@H:24]([S:36][C:37](=[O:39])[CH3:38])[CH2:23]1. (4) Given the reactants F[C:2]1[CH:7]=[CH:6][C:5]([S:8]([NH2:11])(=[O:10])=[O:9])=[CH:4][C:3]=1[N+:12]([O-:14])=[O:13].[O:15]1[C:19]2([CH2:24][CH2:23][CH:22]([NH2:25])[CH2:21][CH2:20]2)[O:18][CH2:17][CH2:16]1.C(N(C(C)C)CC)(C)C, predict the reaction product. The product is: [O:15]1[C:19]2([CH2:24][CH2:23][CH:22]([NH:25][C:2]3[CH:7]=[CH:6][C:5]([S:8]([NH2:11])(=[O:10])=[O:9])=[CH:4][C:3]=3[N+:12]([O-:14])=[O:13])[CH2:21][CH2:20]2)[O:18][CH2:17][CH2:16]1. (5) Given the reactants C([N:8]1[CH2:12][CH2:11][C:10]([C:15]2[CH:20]=[C:19]([F:21])[CH:18]=[C:17]([F:22])[CH:16]=2)([O:13][CH3:14])[CH2:9]1)C1C=CC=CC=1.ClCCCl.ClC(OC(Cl)C)=O, predict the reaction product. The product is: [F:22][C:17]1[CH:16]=[C:15]([C:10]2([O:13][CH3:14])[CH2:11][CH2:12][NH:8][CH2:9]2)[CH:20]=[C:19]([F:21])[CH:18]=1. (6) Given the reactants [O:1]1[CH2:7][CH2:6][CH2:5][O:4][C:3]2[CH:8]=[C:9](B(O)O)[CH:10]=[CH:11][C:2]1=2.Cl[C:16]1[C:25]([N:26]([CH:28]([CH3:30])[CH3:29])[CH3:27])=[N:24][C:23]2[C:18](=[CH:19][CH:20]=[C:21]([C:31]([O:33][CH3:34])=[O:32])[CH:22]=2)[N:17]=1.[O-]P([O-])([O-])=O.[K+].[K+].[K+], predict the reaction product. The product is: [O:1]1[CH2:7][CH2:6][CH2:5][O:4][C:3]2[CH:8]=[C:9]([C:16]3[C:25]([N:26]([CH:28]([CH3:30])[CH3:29])[CH3:27])=[N:24][C:23]4[C:18](=[CH:19][CH:20]=[C:21]([C:31]([O:33][CH3:34])=[O:32])[CH:22]=4)[N:17]=3)[CH:10]=[CH:11][C:2]1=2.